Dataset: Catalyst prediction with 721,799 reactions and 888 catalyst types from USPTO. Task: Predict which catalyst facilitates the given reaction. (1) Reactant: C(OC([N:8]1[CH2:13][CH2:12][N:11]([C:14]([C:16]2[N:17]=[C:18]([C:47]([F:50])([F:49])[F:48])[N:19]3[CH2:24][CH2:23][N:22]([C:25](=[O:46])[CH2:26][C@H:27]([NH:38]C(OC(C)(C)C)=O)[CH2:28][C:29]4[CH:34]=[C:33]([F:35])[C:32]([F:36])=[CH:31][C:30]=4[F:37])[CH2:21][C:20]=23)=[O:15])[CH2:10][CH2:9]1)=O)(C)(C)C.[ClH:51]. Product: [ClH:51].[ClH:51].[NH2:38][C@H:27]([CH2:28][C:29]1[CH:34]=[C:33]([F:35])[C:32]([F:36])=[CH:31][C:30]=1[F:37])[CH2:26][C:25]([N:22]1[CH2:23][CH2:24][N:19]2[C:18]([C:47]([F:48])([F:50])[F:49])=[N:17][C:16]([C:14]([N:11]3[CH2:12][CH2:13][NH:8][CH2:9][CH2:10]3)=[O:15])=[C:20]2[CH2:21]1)=[O:46]. The catalyst class is: 5. (2) Reactant: [CH3:1][O:2][C:3]([C:5]1[CH:10]([C:11]2[CH:16]=[CH:15][CH:14]=[C:13]([N+:17]([O-:19])=[O:18])[CH:12]=2)[C:9]([C:20]([OH:22])=[O:21])=[C:8]([CH3:23])[NH:7][C:6]=1[CH3:24])=[O:4].C1(N=C=NC2CCCCC2)CCCCC1.CN(C1C=CC=CN=1)C.[CH:49]([N:62]1[CH2:67][CH2:66][N:65]([CH2:68][CH2:69]O)[CH2:64][CH2:63]1)([C:56]1[CH:61]=[CH:60][CH:59]=[CH:58][CH:57]=1)[C:50]1[CH:55]=[CH:54][CH:53]=[CH:52][CH:51]=1. Product: [CH3:24][C:6]1[NH:7][C:8]([CH3:23])=[C:9]([C:20]([O:22][CH2:69][CH2:68][N:65]2[CH2:64][CH2:63][N:62]([CH:49]([C:56]3[CH:57]=[CH:58][CH:59]=[CH:60][CH:61]=3)[C:50]3[CH:51]=[CH:52][CH:53]=[CH:54][CH:55]=3)[CH2:67][CH2:66]2)=[O:21])[CH:10]([C:11]2[CH:16]=[CH:15][CH:14]=[C:13]([N+:17]([O-:19])=[O:18])[CH:12]=2)[C:5]=1[C:3]([O:2][CH3:1])=[O:4]. The catalyst class is: 11. (3) Reactant: O=[C:2]1[C@@H:11]2[CH2:12][N:13]([C:15]([O:17][C:18]([CH3:21])([CH3:20])[CH3:19])=[O:16])[CH2:14][C@H:10]2[C:9]2[C:4]3=[C:5]([CH2:22][CH2:23][CH2:24][N:3]13)[CH:6]=[CH:7][CH:8]=2.[Br:25]N1C(=O)CCC1=O. Product: [Br:25][C:7]1[CH:8]=[C:9]2[C:4]3=[C:5]([CH2:22][CH2:23][CH2:24][N:3]3[CH2:2][C@@H:11]3[CH2:12][N:13]([C:15]([O:17][C:18]([CH3:20])([CH3:21])[CH3:19])=[O:16])[CH2:14][C@@H:10]23)[CH:6]=1. The catalyst class is: 42. (4) Product: [CH:1]1[C:13]2[CH2:12][C:11]3[C:6](=[CH:7][CH:8]=[CH:9][CH:10]=3)[C:5]=2[CH:4]=[CH:3][C:2]=1[N:14]1[CH:18]=[CH:17][NH:16][CH2:15]1. Reactant: [CH:1]1[C:13]2[CH2:12][C:11]3[C:6](=[CH:7][CH:8]=[CH:9][CH:10]=3)[C:5]=2[CH:4]=[CH:3][CH:2]=1.[NH:14]1[CH:18]=[CH:17][N:16]=[CH:15]1. The catalyst class is: 2. (5) Product: [Cl:1][C:2]1[N:19]=[C:5]2[C:6]([C:10]#[C:11][C:12]3[CH:17]=[CH:16][CH:15]=[CH:14][C:13]=3[NH:18][S:30]([CH3:29])(=[O:32])=[O:31])=[CH:7][CH:8]=[CH:9][N:4]2[N:3]=1. Reactant: [Cl:1][C:2]1[N:19]=[C:5]2[C:6]([C:10]#[C:11][C:12]3[CH:17]=[CH:16][CH:15]=[CH:14][C:13]=3[NH2:18])=[CH:7][CH:8]=[CH:9][N:4]2[N:3]=1.C(N(CC)C(C)C)(C)C.[CH3:29][S:30](Cl)(=[O:32])=[O:31].Cl.[F-].C([N+](CCCC)(CCCC)CCCC)CCC.O1CCCC1. The catalyst class is: 26. (6) Reactant: O.[OH-].[Li+].[F:4][C:5]([F:32])([F:31])[C:6]1[N:10]2[N:11]=[C:12]([N:15]3[CH2:20][CH2:19][CH:18]([C:21]4[CH:30]=[CH:29][C:24]([C:25]([O:27]C)=[O:26])=[CH:23][CH:22]=4)[CH2:17][CH2:16]3)[CH:13]=[CH:14][C:9]2=[N:8][N:7]=1. Product: [F:32][C:5]([F:4])([F:31])[C:6]1[N:10]2[N:11]=[C:12]([N:15]3[CH2:20][CH2:19][CH:18]([C:21]4[CH:30]=[CH:29][C:24]([C:25]([OH:27])=[O:26])=[CH:23][CH:22]=4)[CH2:17][CH2:16]3)[CH:13]=[CH:14][C:9]2=[N:8][N:7]=1. The catalyst class is: 24.